From a dataset of Reaction yield outcomes from USPTO patents with 853,638 reactions. Predict the reaction yield, written as a fraction of the theoretical maximum amount of product (1.0 means a 100% yield; for example, 0.34 means a 34% yield). (1) The reactants are [C:1]([C:5]1[CH:10]=[CH:9][C:8]([S:11]([NH:14][C:15]2[CH:16]=[C:17]3[C:21](=[CH:22][CH:23]=2)[NH:20][C:19]([C:24]([OH:26])=O)=[C:18]3[C:27]2[CH:32]=[CH:31][CH:30]=[C:29]([F:33])[CH:28]=2)(=[O:13])=[O:12])=[CH:7][CH:6]=1)([CH3:4])([CH3:3])[CH3:2].[NH2:34][CH2:35][CH2:36][N:37]1[CH2:42][CH2:41][O:40][CH2:39][CH2:38]1. The catalyst is ClCCl.CO. The product is [N:37]1([CH2:36][CH2:35][NH:34][C:24]([C:19]2[NH:20][C:21]3[C:17]([C:18]=2[C:27]2[CH:32]=[CH:31][CH:30]=[C:29]([F:33])[CH:28]=2)=[CH:16][C:15]([NH:14][S:11]([C:8]2[CH:9]=[CH:10][C:5]([C:1]([CH3:4])([CH3:2])[CH3:3])=[CH:6][CH:7]=2)(=[O:13])=[O:12])=[CH:23][CH:22]=3)=[O:26])[CH2:42][CH2:41][O:40][CH2:39][CH2:38]1. The yield is 0.320. (2) The reactants are [N:1]1([C:7]2[CH:12]=[CH:11][C:10]([NH:13][C:14]([C:16]3[CH:25]=[C:24]([N:26]([CH3:28])[CH3:27])[C:23]4[C:18](=[C:19](Br)[CH:20]=[C:21]([O:29][CH3:30])[CH:22]=4)[N:17]=3)=[O:15])=[CH:9][CH:8]=2)[CH2:6][CH2:5][O:4][CH2:3][CH2:2]1.[CH3:32][N:33]1[CH2:38][CH2:37][NH:36][CH2:35][CH2:34]1.C1C=CC(P(C2C(C3C(P(C4C=CC=CC=4)C4C=CC=CC=4)=CC=C4C=3C=CC=C4)=C3C(C=CC=C3)=CC=2)C2C=CC=CC=2)=CC=1.C(=O)([O-])[O-].[Cs+].[Cs+]. The catalyst is C1(C)C=CC=CC=1. The product is [N:1]1([C:7]2[CH:12]=[CH:11][C:10]([NH:13][C:14]([C:16]3[CH:25]=[C:24]([N:26]([CH3:28])[CH3:27])[C:23]4[C:18](=[C:19]([N:36]5[CH2:37][CH2:38][N:33]([CH3:32])[CH2:34][CH2:35]5)[CH:20]=[C:21]([O:29][CH3:30])[CH:22]=4)[N:17]=3)=[O:15])=[CH:9][CH:8]=2)[CH2:6][CH2:5][O:4][CH2:3][CH2:2]1. The yield is 0.670. (3) The yield is 1.00. The product is [Cl:1][C:2]1[C:3]2[N:4]([CH:20]=[CH:21][N:22]=2)[CH:5]=[C:6]([C:17]([N:73]2[CH2:74][C:71]([CH:69]([N+:66]([O-:68])=[O:67])[CH3:70])([OH:75])[CH2:72]2)=[O:19])[C:7]=1[NH:8][C:9]1[CH:14]=[CH:13][C:12]([I:15])=[CH:11][C:10]=1[F:16]. The catalyst is CN(C)C=O. The reactants are [Cl:1][C:2]1[C:3]2[N:4]([CH:20]=[CH:21][N:22]=2)[CH:5]=[C:6]([C:17]([OH:19])=O)[C:7]=1[NH:8][C:9]1[CH:14]=[CH:13][C:12]([I:15])=[CH:11][C:10]=1[F:16].C(N(CC)C(C)C)(C)C.C1CN([P+](ON2N=NC3C=CC=CC2=3)(N2CCCC2)N2CCCC2)CC1.F[P-](F)(F)(F)(F)F.Cl.[N+:66]([CH:69]([C:71]1([OH:75])[CH2:74][NH:73][CH2:72]1)[CH3:70])([O-:68])=[O:67]. (4) The reactants are CS(C)=O.C(Cl)(=O)C(Cl)=O.[CH2:11]([O:18][C@@H:19]1[CH2:41][C@@H:40]2[C@:35]([CH3:49])([CH2:36][CH2:37][C@H:38]([O:42][CH:43]3[CH2:48][CH2:47][CH2:46][CH2:45][O:44]3)[CH2:39]2)[C@@H:34]2[C@@H:20]1[C@H:21]1[C@:31]([CH3:50])([CH2:32][CH2:33]2)[C@@H:24]([C@H:25]([CH3:30])[CH2:26][CH2:27][CH2:28][OH:29])[CH2:23][CH2:22]1)[C:12]1[CH:17]=[CH:16][CH:15]=[CH:14][CH:13]=1.C(N(C(C)C)CC)(C)C.C([O-])(O)=O.[Na+]. The catalyst is C(Cl)Cl. The product is [CH2:11]([O:18][C@@H:19]1[CH2:41][C@@H:40]2[C@:35]([CH3:49])([CH2:36][CH2:37][C@H:38]([O:42][CH:43]3[CH2:48][CH2:47][CH2:46][CH2:45][O:44]3)[CH2:39]2)[C@@H:34]2[C@@H:20]1[C@H:21]1[C@:31]([CH3:50])([CH2:32][CH2:33]2)[C@@H:24]([C@H:25]([CH3:30])[CH2:26][CH2:27][CH:28]=[O:29])[CH2:23][CH2:22]1)[C:12]1[CH:13]=[CH:14][CH:15]=[CH:16][CH:17]=1. The yield is 0.970.